From a dataset of Forward reaction prediction with 1.9M reactions from USPTO patents (1976-2016). Predict the product of the given reaction. (1) Given the reactants C[O:2][C:3](=[O:28])[CH2:4][CH2:5][N:6]1[C:11]2[CH:12]=[C:13]([C:20]([F:23])([F:22])[F:21])[CH:14]=[C:15]([C:16]([F:19])([F:18])[F:17])[C:10]=2[O:9][CH:8]([CH:24]([CH3:26])[CH3:25])[C:7]1=[O:27].[OH-].[Na+], predict the reaction product. The product is: [CH:24]([CH:8]1[C:7](=[O:27])[N:6]([CH2:5][CH2:4][C:3]([OH:28])=[O:2])[C:11]2[CH:12]=[C:13]([C:20]([F:23])([F:22])[F:21])[CH:14]=[C:15]([C:16]([F:17])([F:18])[F:19])[C:10]=2[O:9]1)([CH3:26])[CH3:25]. (2) Given the reactants [Cl:1][C:2]1[CH:11]=[CH:10][C:9](I)=[CH:8][C:3]=1[C:4]([O:6][CH3:7])=[O:5].[C:35]1(C)[C:34]([C:39](P(C(C2[C:34]([CH3:39])=[CH:35][CH:36]=[CH:37]C=2)=O)C([C:35]2[C:34]([CH3:39])=CC=[CH:37][CH:36]=2)=O)=O)=CC=[CH:37][CH:36]=1.C1CCCC=1, predict the reaction product. The product is: [Cl:1][C:2]1[CH:11]=[CH:10][C:9]([CH:34]2[CH2:35][CH2:36][CH:37]=[CH:39]2)=[CH:8][C:3]=1[C:4]([O:6][CH3:7])=[O:5]. (3) Given the reactants N1([C:6]([C:8]2[C:9]([CH3:16])=[C:10]([CH:14]=O)[NH:11][C:12]=2[CH3:13])=[O:7])C=CN=C1.[NH2:17][CH2:18][C@H:19]([OH:27])[CH2:20][N:21]1[CH2:26][CH2:25][O:24][CH2:23][CH2:22]1.[Cl:28][C:29]1[CH:30]=[C:31]2[C:35](=[CH:36][CH:37]=1)[NH:34][C:33](=[O:38])[CH2:32]2.C1COCC1, predict the reaction product. The product is: [Cl:28][C:29]1[CH:30]=[C:31]2[C:35](=[CH:36][CH:37]=1)[NH:34][C:33](=[O:38])/[C:32]/2=[CH:14]\[C:10]1[NH:11][C:12]([CH3:13])=[C:8]([C:6]([NH:17][CH2:18][C@H:19]([OH:27])[CH2:20][N:21]2[CH2:22][CH2:23][O:24][CH2:25][CH2:26]2)=[O:7])[C:9]=1[CH3:16]. (4) The product is: [Cl:1][C:2]1[CH:3]=[CH:4][C:5]([C:8]2[CH:12]=[C:11]([CH:13]3[CH2:18][CH2:17][N:16]([CH2:26][CH2:27][C:28]4[CH:33]=[CH:32][CH:31]=[CH:30][N:29]=4)[CH2:15][CH2:14]3)[N:10]([C:19]3[CH:20]=[CH:21][CH:22]=[CH:23][CH:24]=3)[N:9]=2)=[CH:6][CH:7]=1. Given the reactants [Cl:1][C:2]1[CH:7]=[CH:6][C:5]([C:8]2[CH:12]=[C:11]([CH:13]3[CH2:18][CH2:17][NH:16][CH2:15][CH2:14]3)[N:10]([C:19]3[CH:24]=[CH:23][CH:22]=[CH:21][CH:20]=3)[N:9]=2)=[CH:4][CH:3]=1.Br[CH2:26][CH2:27][C:28]1[CH:33]=[CH:32][CH:31]=[CH:30][N:29]=1, predict the reaction product. (5) Given the reactants [F:1][C:2]1[CH:7]=[CH:6][CH:5]=[CH:4][C:3]=1[C:8]1[N:16]=[C:11]2[CH:12]=[N:13][NH:14][CH:15]=[C:10]2[N:9]=1.[F:17][C:18]([F:37])([F:36])[C:19]1[CH:24]=[CH:23][C:22]([C:25]([F:28])([F:27])[F:26])=[CH:21][C:20]=1[C:29]1[CH:33]=[C:32]([CH2:34]Cl)[O:31][N:30]=1, predict the reaction product. The product is: [F:37][C:18]([F:17])([F:36])[C:19]1[CH:24]=[CH:23][C:22]([C:25]([F:28])([F:26])[F:27])=[CH:21][C:20]=1[C:29]1[CH:33]=[C:32]([CH2:34][N:13]2[CH:12]=[C:11]3[N:16]=[C:8]([C:3]4[CH:4]=[CH:5][CH:6]=[CH:7][C:2]=4[F:1])[N:9]=[C:10]3[CH:15]=[N:14]2)[O:31][N:30]=1.